This data is from Forward reaction prediction with 1.9M reactions from USPTO patents (1976-2016). The task is: Predict the product of the given reaction. (1) The product is: [Br:1][C:2]1[CH:3]=[CH:4][C:5]([C:8]2[O:12][N:11]=[C:10]([CH3:13])[C:9]=2[NH:14][CH:21]2[CH2:22][CH2:23][C:24]3[C:19](=[CH:18][CH:17]=[CH:16][CH:15]=3)[CH2:20]2)=[CH:6][CH:7]=1. Given the reactants [Br:1][C:2]1[CH:7]=[CH:6][C:5]([C:8]2[O:12][N:11]=[C:10]([CH3:13])[C:9]=2[NH2:14])=[CH:4][CH:3]=1.[CH2:15]1[C:24]2[C:19](=[CH:20][CH:21]=[CH:22][CH:23]=2)[CH2:18][CH2:17][C:16]1=O, predict the reaction product. (2) Given the reactants [Li]CCCC.CCCCCC.[CH3:12][N:13]1[C:21]2[C:16](=[CH:17][C:18]([CH3:22])=[CH:19][CH:20]=2)[C:15]2[C:23]3[C:28]([CH2:29][C:14]1=2)=[CH:27][CH:26]=[CH:25][CH:24]=3.N1C2C(C=CC3C=2C=C2C=3C=CC=C2)=CC=1.[Cl:46][Si:47](Cl)([CH3:49])[CH3:48], predict the reaction product. The product is: [Cl:46][Si:47]([CH3:49])([CH3:48])[CH:29]1[C:14]2[N:13]([CH3:12])[C:21]3[C:16]([C:15]=2[C:23]2[C:28]1=[CH:27][CH:26]=[CH:25][CH:24]=2)=[CH:17][C:18]([CH3:22])=[CH:19][CH:20]=3.